Dataset: Full USPTO retrosynthesis dataset with 1.9M reactions from patents (1976-2016). Task: Predict the reactants needed to synthesize the given product. (1) The reactants are: [CH3:1][O:2][C:3]1[CH:8]=[CH:7][C:6]([CH:9]2[S:14][CH2:13][CH2:12][CH2:11][S:10]2)=[CH:5][CH:4]=1.[Br:15][C:16]1[CH:17]=[C:18]([CH:21]=[CH:22][C:23]=1[F:24])[CH:19]=[O:20]. Given the product [Br:15][C:16]1[CH:17]=[C:18]([CH:19]([C:9]2([C:6]3[CH:5]=[CH:4][C:3]([O:2][CH3:1])=[CH:8][CH:7]=3)[S:10][CH2:11][CH2:12][CH2:13][S:14]2)[OH:20])[CH:21]=[CH:22][C:23]=1[F:24], predict the reactants needed to synthesize it. (2) Given the product [Br:1][C:2]1[CH:7]=[CH:6][C:5]([C:8]2[N:13]=[C:12]3[N:14]=[C:15]([O:25][C@H:26]4[CH2:35][O:34][C@H:33]([CH2:32][OH:31])[C@@H:28]([OH:29])[CH2:27]4)[NH:16][C:11]3=[CH:10][C:9]=2[Cl:42])=[CH:4][CH:3]=1, predict the reactants needed to synthesize it. The reactants are: [Br:1][C:2]1[CH:7]=[CH:6][C:5]([C:8]2[N:13]=[C:12]3[N:14]=[C:15]([O:25][C@H:26]4[CH2:35][O:34][C@H:33]5[C@@H:28]([O:29]C(C6C=CC=CC=6)[O:31][CH2:32]5)[CH2:27]4)[N:16](COCC[Si](C)(C)C)[C:11]3=[CH:10][C:9]=2[Cl:42])=[CH:4][CH:3]=1.C(O)=O.OS([O-])(=O)=O.[K+].[OH-].[Na+].[NH4+].[Cl-]. (3) Given the product [CH:29]1([C:26]2[CH:27]=[N:28][C:19]([NH:17][C:12]3[CH:13]=[CH:14][CH:15]=[C:16]4[C:11]=3[N:10]=[CH:9][CH:8]=[C:7]4[C:1]3[CH:6]=[CH:5][CH:4]=[CH:3][CH:2]=3)=[C:20]([CH:25]=2)[C:21]([O:23][CH3:24])=[O:22])[CH2:30][CH2:31]1, predict the reactants needed to synthesize it. The reactants are: [C:1]1([C:7]2[C:16]3[C:11](=[C:12]([NH2:17])[CH:13]=[CH:14][CH:15]=3)[N:10]=[CH:9][CH:8]=2)[CH:6]=[CH:5][CH:4]=[CH:3][CH:2]=1.Cl[C:19]1[N:28]=[CH:27][C:26]([CH:29]2[CH2:31][CH2:30]2)=[CH:25][C:20]=1[C:21]([O:23][CH3:24])=[O:22].C1(P(C2CCCCC2)C2C(OC)=CC=C(OC)C=2C2C(C(C)C)=CC(C(C)C)=CC=2C(C)C)CCCCC1.C(=O)([O-])[O-].[Cs+].[Cs+]. (4) Given the product [CH3:1][O:2][CH2:3][CH2:4][N:5]([CH2:16][CH2:17][O:18][CH3:19])[C:6]1[C:7]([C:14]#[N:15])=[N:8][C:9]([Cl:13])=[C:10]([C:21]2[O:20][CH:24]=[CH:23][CH:22]=2)[N:11]=1, predict the reactants needed to synthesize it. The reactants are: [CH3:1][O:2][CH2:3][CH2:4][N:5]([CH2:16][CH2:17][O:18][CH3:19])[C:6]1[C:7]([C:14]#[N:15])=[N:8][C:9]([Cl:13])=[C:10](Br)[N:11]=1.[O:20]1[CH:24]=[CH:23][CH:22]=[C:21]1B(O)O.C([O-])([O-])=O.[Cs+].[Cs+].O1CCOCC1. (5) Given the product [F:29][C:26]1[CH:27]=[CH:28][C:23]([C:22]([NH:21][CH:15]2[CH2:16][C:17]3[C:13](=[CH:12][CH:20]=[C:19]([C:5]4[CH:6]=[CH:7][C:2]([F:1])=[CH:3][CH:4]=4)[CH:18]=3)[CH2:14]2)=[O:30])=[CH:24][CH:25]=1, predict the reactants needed to synthesize it. The reactants are: [F:1][C:2]1[CH:7]=[CH:6][C:5](B(O)O)=[CH:4][CH:3]=1.Br[C:12]1[CH:20]=[CH:19][CH:18]=[C:17]2[C:13]=1[CH2:14][CH:15]([NH:21][C:22](=[O:30])[C:23]1[CH:28]=[CH:27][C:26]([F:29])=[CH:25][CH:24]=1)[CH2:16]2.BrC1C=C2C(=CC=1)CC(NC(=O)C1C=CC(F)=CC=1)C2.O.O.O.O.O.O.O.O.[OH-].[Ba+2].[OH-]. (6) Given the product [CH:1]1([CH2:7][CH:8]([N:19]2[C:28](=[O:29])[C:27]3[C:22](=[CH:23][CH:24]=[C:25]([F:30])[CH:26]=3)[N:21]=[CH:20]2)[C:9]([NH:11][C:12]2[S:13][C:14]([CH2:17][N:31]([CH2:34][CH3:35])[CH2:32][CH3:33])=[CH:15][N:16]=2)=[O:10])[CH2:2][CH2:3][CH2:4][CH2:5][CH2:6]1, predict the reactants needed to synthesize it. The reactants are: [CH:1]1([CH2:7][CH:8]([N:19]2[C:28](=[O:29])[C:27]3[C:22](=[CH:23][CH:24]=[C:25]([F:30])[CH:26]=3)[N:21]=[CH:20]2)[C:9]([NH:11][C:12]2[S:13][C:14]([CH:17]=O)=[CH:15][N:16]=2)=[O:10])[CH2:6][CH2:5][CH2:4][CH2:3][CH2:2]1.[NH:31]([CH2:34][CH3:35])[CH2:32][CH3:33].CC([O-])=O.[Na+].[BH3-]C#N.[Na+]. (7) Given the product [F:41][CH:40]([F:42])[C:29]1[C:30]2[C:31]([F:39])([F:38])[CH2:32][CH2:33][C:34]([F:37])([F:36])[C:35]=2[N:27]([CH2:26][C:25]([NH:24][C@H:14]([C:3]2[C:2]([C:52]3[CH:60]=[C:59]4[C:55](=[CH:54][CH:53]=3)[CH2:56][NH:57][C:58]4=[O:61])=[CH:7][C:6]([C:8]#[C:9][C:10]([OH:13])([CH3:11])[CH3:12])=[CH:5][N:4]=2)[CH2:15][C:16]2[CH:17]=[C:18]([F:23])[CH:19]=[C:20]([F:22])[CH:21]=2)=[O:43])[N:28]=1, predict the reactants needed to synthesize it. The reactants are: Br[C:2]1[C:3]([C@@H:14]([NH:24][C:25](=[O:43])[CH2:26][N:27]2[C:35]3[C:34]([F:37])([F:36])[CH2:33][CH2:32][C:31]([F:39])([F:38])[C:30]=3[C:29]([CH:40]([F:42])[F:41])=[N:28]2)[CH2:15][C:16]2[CH:21]=[C:20]([F:22])[CH:19]=[C:18]([F:23])[CH:17]=2)=[N:4][CH:5]=[C:6]([C:8]#[C:9][C:10]([OH:13])([CH3:12])[CH3:11])[CH:7]=1.CC1(C)C(C)(C)OB([C:52]2[CH:60]=[C:59]3[C:55]([CH2:56][NH:57][C:58]3=[O:61])=[CH:54][CH:53]=2)O1.[Li+].[Cl-].C([O-])([O-])=O.[K+].[K+]. (8) The reactants are: [Br:1][C:2]1[CH:7]=[C:6]([F:8])[C:5]([OH:9])=[C:4]([F:10])[CH:3]=1.[C:11]([O:16][CH3:17])(=[O:15])[C@H:12]([CH3:14])O. Given the product [Br:1][C:2]1[CH:7]=[C:6]([F:8])[C:5]([O:9][C@H:12]([CH3:14])[C:11]([O:16][CH3:17])=[O:15])=[C:4]([F:10])[CH:3]=1, predict the reactants needed to synthesize it. (9) Given the product [F:1][C@@H:2]1[C@@H:6]([CH2:7][O:8][C:73](=[O:74])[CH2:72][CH2:71][C:70]([O:69][CH:49]([CH2:50][O:51][C:52](=[O:68])[C@H:53]([CH:65]([CH3:67])[CH3:66])[NH:54][C:55]([O:57][CH2:58][C:59]2[CH:64]=[CH:63][CH:62]=[CH:61][CH:60]=2)=[O:56])[CH2:48][O:47][C:45](=[O:46])[C@H:41]([CH:42]([CH3:44])[CH3:43])[NH:40][C:30]([O:32][CH2:33][C:34]2[CH:39]=[CH:38][CH:37]=[CH:36][CH:35]=2)=[O:31])=[O:76])[O:5][C@@H:4]([N:9]2[C:19]3[N:18]=[C:16]([NH2:17])[NH:15][C:13](=[O:14])[C:12]=3[N:11]=[CH:10]2)[CH2:3]1, predict the reactants needed to synthesize it. The reactants are: [F:1][C@@H:2]1[C@@H:6]([CH2:7][OH:8])[O:5][C@@H:4]([N:9]2[C:19]3[N:18]=[C:16]([NH2:17])[NH:15][C:13](=[O:14])[C:12]=3[N:11]=[CH:10]2)[CH2:3]1.C1C=CC2N(O)N=NC=2C=1.[C:30]([NH:40][C@H:41]([C:45]([O:47][CH2:48][CH:49]([O:69][C:70](=[O:76])[CH2:71][CH2:72][C:73](O)=[O:74])[CH2:50][O:51][C:52](=[O:68])[C@H:53]([CH:65]([CH3:67])[CH3:66])[NH:54][C:55]([O:57][CH2:58][C:59]1[CH:64]=[CH:63][CH:62]=[CH:61][CH:60]=1)=[O:56])=[O:46])[CH:42]([CH3:44])[CH3:43])([O:32][CH2:33][C:34]1[CH:39]=[CH:38][CH:37]=[CH:36][CH:35]=1)=[O:31].C1CCC(N=C=NC2CCCCC2)CC1. (10) Given the product [CH3:1][C:2]1[C:3]([CH2:9][N:10]([CH2:16][C:17]2[C:22]([C:23]([CH3:25])([C:26]3[CH:31]=[CH:30][C:29]([F:32])=[CH:28][CH:27]=3)[CH3:24])=[CH:21][CH:20]=[CH:19][N:18]=2)[CH2:11][CH2:12][CH2:13][CH2:14][NH:15][C:33]([NH:40][OH:55])=[O:34])=[N:4][CH:5]=[C:6]([CH3:8])[CH:7]=1, predict the reactants needed to synthesize it. The reactants are: [CH3:1][C:2]1[C:3]([CH2:9][N:10]([CH2:16][C:17]2[C:22]([C:23]([C:26]3[CH:31]=[CH:30][C:29]([F:32])=[CH:28][CH:27]=3)([CH3:25])[CH3:24])=[CH:21][CH:20]=[CH:19][N:18]=2)[CH2:11][CH2:12][CH2:13][CH2:14][NH2:15])=[N:4][CH:5]=[C:6]([CH3:8])[CH:7]=1.[C:33]([N:40]1C=CN=C1)(N1C=CN=C1)=[O:34].CCN(C(C)C)C(C)C.N[OH:55].Cl.